From a dataset of Full USPTO retrosynthesis dataset with 1.9M reactions from patents (1976-2016). Predict the reactants needed to synthesize the given product. (1) Given the product [F:15][CH:2]([F:1])[N:3]1[C:11]2[C:6](=[CH:7][C:8]([CH2:12][NH2:13])=[CH:9][CH:10]=2)[CH:5]=[C:4]1[CH3:14], predict the reactants needed to synthesize it. The reactants are: [F:1][CH:2]([F:15])[N:3]1[C:11]2[C:6](=[CH:7][C:8]([C:12]#[N:13])=[CH:9][CH:10]=2)[CH:5]=[C:4]1[CH3:14].N. (2) Given the product [F:67][C:65]1[CH:64]=[C:63]([F:68])[CH:62]=[C:61]2[C:66]=1[C:57]([NH:49][C:48]1[CH:47]=[C:46]([N:50]3[CH2:55][CH2:54][O:53][CH2:52][CH2:51]3)[N:45]=[CH:44][C:43]=1[C:39]1[CH:40]=[N:41][CH:42]=[C:37]([O:36][CH3:35])[CH:38]=1)=[C:58]([CH3:75])[C:59]([N:69]1[CH2:73][CH2:72][CH2:71][C:70]1=[O:74])=[N:60]2, predict the reactants needed to synthesize it. The reactants are: C1(P(C2CCCCC2)C2C=CC=CC=2C2C(C(C)C)=CC(C(C)C)=CC=2C(C)C)CCCCC1.[CH3:35][O:36][C:37]1[CH:38]=[C:39]([C:43]2[CH:44]=[N:45][C:46]([N:50]3[CH2:55][CH2:54][O:53][CH2:52][CH2:51]3)=[CH:47][C:48]=2[NH2:49])[CH:40]=[N:41][CH:42]=1.Cl[C:57]1[C:66]2[C:61](=[CH:62][C:63]([F:68])=[CH:64][C:65]=2[F:67])[N:60]=[C:59]([N:69]2[CH2:73][CH2:72][CH2:71][C:70]2=[O:74])[C:58]=1[CH3:75].CC(C)([O-])C.[Na+].